Regression. Given two drug SMILES strings and cell line genomic features, predict the synergy score measuring deviation from expected non-interaction effect. From a dataset of NCI-60 drug combinations with 297,098 pairs across 59 cell lines. (1) Drug 1: C1CC(C1)(C(=O)O)C(=O)O.[NH2-].[NH2-].[Pt+2]. Drug 2: C(CCl)NC(=O)N(CCCl)N=O. Cell line: TK-10. Synergy scores: CSS=2.70, Synergy_ZIP=-2.84, Synergy_Bliss=-5.96, Synergy_Loewe=-3.73, Synergy_HSA=-4.20. (2) Drug 1: CC1C(C(CC(O1)OC2CC(CC3=C2C(=C4C(=C3O)C(=O)C5=C(C4=O)C(=CC=C5)OC)O)(C(=O)C)O)N)O.Cl. Drug 2: CN1C2=C(C=C(C=C2)N(CCCl)CCCl)N=C1CCCC(=O)O.Cl. Cell line: MALME-3M. Synergy scores: CSS=29.7, Synergy_ZIP=-5.96, Synergy_Bliss=5.00, Synergy_Loewe=-15.0, Synergy_HSA=3.64. (3) Synergy scores: CSS=11.7, Synergy_ZIP=-4.12, Synergy_Bliss=-1.23, Synergy_Loewe=-4.96, Synergy_HSA=0.577. Drug 2: C1CC(C1)(C(=O)O)C(=O)O.[NH2-].[NH2-].[Pt+2]. Drug 1: C1CC(=O)NC(=O)C1N2CC3=C(C2=O)C=CC=C3N. Cell line: OVCAR-8.